This data is from hERG potassium channel inhibition data for cardiac toxicity prediction from Karim et al.. The task is: Regression/Classification. Given a drug SMILES string, predict its toxicity properties. Task type varies by dataset: regression for continuous values (e.g., LD50, hERG inhibition percentage) or binary classification for toxic/non-toxic outcomes (e.g., AMES mutagenicity, cardiotoxicity, hepatotoxicity). Dataset: herg_karim. (1) The compound is O[C@H]1C[C@H](CN2CCC(c3ccccc3Cl)CC2)CCc2cccnc21. The result is 1 (blocker). (2) The molecule is CC(C)(CNC(=O)N1CCC(c2nc(-c3ccc4ccccc4n3)no2)CC1)N1CCOCC1. The result is 0 (non-blocker). (3) The drug is NC(=O)c1cc(Cl)c2c(Cl)c(C3CC3)n([C@H]3CCCNC3)c2n1. The result is 1 (blocker). (4) The molecule is Cc1ccc2c(-c3nnc(SCCCN4CCc5ccc(-c6cc(C)on6)cc5CC4)n3C)cccc2n1. The result is 1 (blocker). (5) The drug is Cn1c2ccccc2c2c3c(c4c5ccccc5n(CCC#N)c4c21)CNC3=O. The result is 0 (non-blocker). (6) The result is 0 (non-blocker). The molecule is CCOP(=O)(Sc1ccccc1)Sc1ccccc1. (7) The drug is COc1cc(N)c(Cl)cc1C(=O)N[C@H]1CCN(CCC(=O)N2CCOCC2)C[C@H]1OC. The result is 0 (non-blocker). (8) The molecule is CN(CCOc1ccc(NS(C)(=O)=O)cc1)CCc1ccccc1. The result is 1 (blocker). (9) The molecule is CC1COc2c(N3CCC(C(N)CC#N)C3)c(F)cc3c(=O)c(C(=O)O)cn1c23. The result is 0 (non-blocker).